This data is from Forward reaction prediction with 1.9M reactions from USPTO patents (1976-2016). The task is: Predict the product of the given reaction. (1) The product is: [OH:1][C:2]1([C:26]2[NH:27][C:28]3[CH:42]=[CH:41][C:40]([C:43]#[N:44])=[CH:39][C:29]=3[N:30]=2)[C:12]2[C:13]3[C:5](=[CH:6][N:7]([S:16]([C:19]4[CH:20]=[CH:21][C:22]([CH3:23])=[CH:24][CH:25]=4)(=[O:18])=[O:17])[C:8]=3[C:9]([CH3:15])=[CH:10][C:11]=2[CH3:14])[CH2:4][CH2:3]1. Given the reactants [OH:1][C:2]1([C:26]2[N:30](COCC[Si](C)(C)C)[C:29]3[CH:39]=[C:40]([C:43]#[N:44])[CH:41]=[CH:42][C:28]=3[N:27]=2)[C:12]2[C:13]3[C:5](=[CH:6][N:7]([S:16]([C:19]4[CH:25]=[CH:24][C:22]([CH3:23])=[CH:21][CH:20]=4)(=[O:18])=[O:17])[C:8]=3[C:9]([CH3:15])=[CH:10][C:11]=2[CH3:14])[CH2:4][CH2:3]1.OC1(C2N(COCC[Si](C)(C)C)C3C=CC(C#N)=CC=3N=2)C2C3C(=CN(S(C4C=CC(C)=CC=4)(=O)=O)C=3C(C)=CC=2C)CC1.F[B-](F)(F)F.[Li+], predict the reaction product. (2) Given the reactants C(OC(C1C=C(C2C=CC(C[Br:19])=CC=2)C=CC=1)=O)C.[CH2:20]([O:22][C:23]([C:25]1[CH:30]=[CH:29][C:28]([C:31]2[CH:36]=[CH:35][CH:34]=[CH:33][C:32]=2[CH3:37])=[CH:27][CH:26]=1)=[O:24])[CH3:21].BrN1C(=O)CCC1=O, predict the reaction product. The product is: [CH2:20]([O:22][C:23]([C:25]1[CH:30]=[CH:29][C:28]([C:31]2[CH:36]=[CH:35][CH:34]=[CH:33][C:32]=2[CH2:37][Br:19])=[CH:27][CH:26]=1)=[O:24])[CH3:21]. (3) Given the reactants [NH2:1][C:2]1[C:3]2[N:4]([C:8]([C:25]3[CH:26]=[C:27]([CH:40]=[CH:41][CH:42]=3)[CH2:28][N:29]3C(=O)C4C(=CC=CC=4)C3=O)=[N:9][C:10]=2[C:11]2[CH:16]=[CH:15][CH:14]=[C:13]([O:17][CH2:18][C:19]3[CH:24]=[CH:23][CH:22]=[CH:21][CH:20]=3)[CH:12]=2)[CH:5]=[CH:6][N:7]=1, predict the reaction product. The product is: [NH2:29][CH2:28][C:27]1[CH:26]=[C:25]([C:8]2[N:4]3[CH:5]=[CH:6][N:7]=[C:2]([NH2:1])[C:3]3=[C:10]([C:11]3[CH:16]=[CH:15][CH:14]=[C:13]([O:17][CH2:18][C:19]4[CH:20]=[CH:21][CH:22]=[CH:23][CH:24]=4)[CH:12]=3)[N:9]=2)[CH:42]=[CH:41][CH:40]=1. (4) Given the reactants [OH:1][C@@:2]1([C:31]([F:34])([F:33])[F:32])[C:14]2[CH:13]=[C:12]([O:15][CH2:16][C@H:17]([OH:19])[CH3:18])[CH:11]=[C:10]([C:20]3[CH:21]=[N:22][N:23]([C:25]([CH3:30])([CH3:29])[C:26](O)=[O:27])[CH:24]=3)[C:9]=2[C:8]2[C:3]1=[CH:4][CH:5]=[CH:6][CH:7]=2.[Cl-].[NH4+].C([N:40](C(C)C)CC)(C)C.CN(C(ON1N=NC2C=CC=NC1=2)=[N+](C)C)C.F[P-](F)(F)(F)(F)F, predict the reaction product. The product is: [OH:1][C@@:2]1([C:31]([F:34])([F:33])[F:32])[C:14]2[CH:13]=[C:12]([O:15][CH2:16][C@H:17]([OH:19])[CH3:18])[CH:11]=[C:10]([C:20]3[CH:21]=[N:22][N:23]([C:25]([CH3:30])([CH3:29])[C:26]([NH2:40])=[O:27])[CH:24]=3)[C:9]=2[C:8]2[C:3]1=[CH:4][CH:5]=[CH:6][CH:7]=2. (5) Given the reactants Cl[C:2]1[CH:7]=[CH:6][C:5]([C:8]([C:10]2[N:14]([CH3:15])[CH:13]=[N:12][CH:11]=2)=[O:9])=[CH:4][N:3]=1.[CH3:16][OH:17], predict the reaction product. The product is: [CH3:16][O:17][C:2]1[CH:7]=[CH:6][C:5]([C:8]([C:10]2[N:14]([CH3:15])[CH:13]=[N:12][CH:11]=2)=[O:9])=[CH:4][N:3]=1. (6) Given the reactants [F:1][C:2]1[CH:7]=[CH:6][C:5]([N:8]2[C:12]3([CH2:17][CH2:16][NH:15][CH2:14][CH2:13]3)[C:11](=[O:18])[N:10]([CH2:19][C:20]3[CH:21]=[C:22]([CH:30]=[CH:31][CH:32]=3)[C:23]([O:25][C:26]([CH3:29])([CH3:28])[CH3:27])=[O:24])[CH2:9]2)=[CH:4][CH:3]=1.[I-].[Na+].C(=O)([O-])[O-].[K+].[K+].Cl[CH2:42][CH2:43][CH2:44][N:45]1[C:53]2[C:48](=[CH:49][CH:50]=[CH:51][CH:52]=2)[C:47]2([CH2:55][CH2:54]2)[C:46]1=[O:56], predict the reaction product. The product is: [F:1][C:2]1[CH:3]=[CH:4][C:5]([N:8]2[C:12]3([CH2:13][CH2:14][N:15]([CH2:42][CH2:43][CH2:44][N:45]4[C:53]5[C:48](=[CH:49][CH:50]=[CH:51][CH:52]=5)[C:47]5([CH2:55][CH2:54]5)[C:46]4=[O:56])[CH2:16][CH2:17]3)[C:11](=[O:18])[N:10]([CH2:19][C:20]3[CH:21]=[C:22]([CH:30]=[CH:31][CH:32]=3)[C:23]([O:25][C:26]([CH3:27])([CH3:28])[CH3:29])=[O:24])[CH2:9]2)=[CH:6][CH:7]=1. (7) Given the reactants [N:1]1([C:7]([C:9]2([CH2:21][NH2:22])[CH2:14][CH2:13][N:12]([S:15]([CH2:18][CH2:19][CH3:20])(=[O:17])=[O:16])[CH2:11][CH2:10]2)=[O:8])[CH2:6][CH2:5][O:4][CH2:3][CH2:2]1.CCN(C(C)C)C(C)C.[Cl:32][C:33]1[CH:41]=[C:40]([Cl:42])[CH:39]=[CH:38][C:34]=1[C:35](Cl)=[O:36], predict the reaction product. The product is: [Cl:32][C:33]1[CH:41]=[C:40]([Cl:42])[CH:39]=[CH:38][C:34]=1[C:35]([NH:22][CH2:21][C:9]1([C:7]([N:1]2[CH2:6][CH2:5][O:4][CH2:3][CH2:2]2)=[O:8])[CH2:14][CH2:13][N:12]([S:15]([CH2:18][CH2:19][CH3:20])(=[O:17])=[O:16])[CH2:11][CH2:10]1)=[O:36].